From a dataset of Reaction yield outcomes from USPTO patents with 853,638 reactions. Predict the reaction yield, written as a fraction of the theoretical maximum amount of product (1.0 means a 100% yield; for example, 0.34 means a 34% yield). (1) The reactants are [Cl:1][C:2]1[C:10]2[NH:9][N:8]=[CH:7][C:6]=2[C:5]2[CH2:11][N:12]([CH2:28][C:29]([F:32])([F:31])[F:30])[C:13](=[O:27])[C@H:14]([NH:16]C(=O)OCC3C=CC=CC=3)[CH2:15][C:4]=2[CH:3]=1.C1(OC)C=CC=CC=1.CS(O)(=O)=O.C(OCC)C. The catalyst is ClCCl. The product is [NH2:16][C@H:14]1[C:13](=[O:27])[N:12]([CH2:28][C:29]([F:30])([F:32])[F:31])[CH2:11][C:5]2[C:6]3[CH:7]=[N:8][NH:9][C:10]=3[C:2]([Cl:1])=[CH:3][C:4]=2[CH2:15]1. The yield is 0.780. (2) The reactants are C(OC([N:8]1[C:17]2[C:12](=[CH:13][CH:14]=[C:15]([NH:18][C:19]([C:21]3[C:30](=[O:31])[C:29]4[C:24](=[CH:25][CH:26]=[CH:27][CH:28]=4)[NH:23][CH:22]=3)=[O:20])[CH:16]=2)[CH2:11][CH2:10][CH2:9]1)=O)(C)(C)C.C(O)(C(F)(F)F)=O. The catalyst is C(Cl)Cl. The product is [O:31]=[C:30]1[C:29]2[C:24](=[CH:25][CH:26]=[CH:27][CH:28]=2)[NH:23][CH:22]=[C:21]1[C:19]([NH:18][C:15]1[CH:16]=[C:17]2[C:12]([CH2:11][CH2:10][CH2:9][NH:8]2)=[CH:13][CH:14]=1)=[O:20]. The yield is 0.320.